From a dataset of Forward reaction prediction with 1.9M reactions from USPTO patents (1976-2016). Predict the product of the given reaction. (1) Given the reactants Br[C:2]1[CH:11]=[N:10][CH:9]=[C:8]2[C:3]=1[CH:4]=[C:5]([C:12]([NH2:14])=[O:13])[CH:6]=[N:7]2.[Cl:15][C:16]1[N:21]=[CH:20][C:19](B(O)O)=[CH:18][CH:17]=1.C(=O)([O-])[O-].[Cs+].[Cs+], predict the reaction product. The product is: [Cl:15][C:16]1[N:21]=[CH:20][C:19]([C:2]2[CH:11]=[N:10][CH:9]=[C:8]3[C:3]=2[CH:4]=[C:5]([C:12]([NH2:14])=[O:13])[CH:6]=[N:7]3)=[CH:18][CH:17]=1. (2) Given the reactants [CH3:1][O:2][C:3](=[O:25])[C:4]([NH:14]C(OCC1C=CC=CC=1)=O)=[CH:5][C:6]1[CH:7]=[N:8][C:9]([O:12][CH3:13])=[CH:10][CH:11]=1.C(OCC)(=O)C, predict the reaction product. The product is: [CH3:1][O:2][C:3](=[O:25])[CH:4]([NH2:14])[CH2:5][C:6]1[CH:7]=[N:8][C:9]([O:12][CH3:13])=[CH:10][CH:11]=1. (3) The product is: [Cl:1][C:2]1[N:6]2[CH:7]=[C:8]([C:15]3[CH:19]=[CH:18][O:17][CH:16]=3)[CH:9]=[C:10]([C:11]([F:13])([F:12])[F:14])[C:5]2=[N:4][C:3]=1[C:20]([N:33]1[CH2:32][CH2:31][CH:30]([N:25]2[C@@H:24]([CH3:23])[CH2:28][O:27][C:26]2=[O:29])[CH2:35][CH2:34]1)=[O:21]. Given the reactants [Cl:1][C:2]1[N:6]2[CH:7]=[C:8]([C:15]3[CH:19]=[CH:18][O:17][CH:16]=3)[CH:9]=[C:10]([C:11]([F:14])([F:13])[F:12])[C:5]2=[N:4][C:3]=1[C:20](O)=[O:21].[CH3:23][C@H:24]1[CH2:28][O:27][C:26](=[O:29])[N:25]1[CH:30]1[CH2:35][CH2:34][NH:33][CH2:32][CH2:31]1.CCN(C(C)C)C(C)C.CN(C(ON1N=NC2C=CC=NC1=2)=[N+](C)C)C.F[P-](F)(F)(F)(F)F, predict the reaction product. (4) Given the reactants [OH:1][C:2]([C:9]1[CH:18]=[CH:17][C:12]([C:13]([O:15][CH3:16])=[O:14])=[CH:11][CH:10]=1)([C:4]1[CH:5]=[N:6][NH:7][CH:8]=1)[CH3:3].Br[C:20]1[CH:21]=[C:22]([NH:27][C:28]2[N:33]=[C:32]([C:34]([F:37])([F:36])[F:35])[CH:31]=[CH:30][N:29]=2)[CH:23]=[C:24]([CH3:26])[CH:25]=1.CNCCNC.C(=O)([O-])[O-].[Cs+].[Cs+], predict the reaction product. The product is: [OH:1][C:2]([C:9]1[CH:18]=[CH:17][C:12]([C:13]([O:15][CH3:16])=[O:14])=[CH:11][CH:10]=1)([C:4]1[CH:5]=[N:6][N:7]([C:20]2[CH:21]=[C:22]([NH:27][C:28]3[N:33]=[C:32]([C:34]([F:37])([F:36])[F:35])[CH:31]=[CH:30][N:29]=3)[CH:23]=[C:24]([CH3:26])[CH:25]=2)[CH:8]=1)[CH3:3]. (5) Given the reactants [CH:1]1([C@H:4]2[C@H:13]([CH3:14])[C@@H:12]([NH:15][C:16]3[CH:21]=[CH:20][CH:19]=[C:18]([O:22]C)[N:17]=3)[C:11]3[C:6](=[CH:7][CH:8]=[C:9]([N:24]4[CH2:29][CH2:28][O:27][CH2:26][CH2:25]4)[CH:10]=3)[N:5]2[C:30](=[O:32])[CH3:31])[CH2:3][CH2:2]1.[I-].[Na+], predict the reaction product. The product is: [CH:1]1([C@H:4]2[C@H:13]([CH3:14])[C@@H:12]([NH:15][C:16]3[CH:21]=[CH:20][CH:19]=[C:18]([OH:22])[N:17]=3)[C:11]3[C:6](=[CH:7][CH:8]=[C:9]([N:24]4[CH2:25][CH2:26][O:27][CH2:28][CH2:29]4)[CH:10]=3)[N:5]2[C:30](=[O:32])[CH3:31])[CH2:2][CH2:3]1. (6) Given the reactants [OH:1][CH2:2][CH2:3][CH2:4][CH2:5][O:6][CH2:7][CH2:8][CH2:9][CH2:10][OH:11].[S:12](Cl)([C:15]1[CH:21]=[CH:20][C:18]([CH3:19])=[CH:17][CH:16]=1)(=[O:14])=[O:13], predict the reaction product. The product is: [CH3:19][C:18]1[CH:20]=[CH:21][C:15]([S:12]([O:11][CH2:10][CH2:9][CH2:8][CH2:7][O:6][CH2:5][CH2:4][CH2:3][CH2:2][OH:1])(=[O:14])=[O:13])=[CH:16][CH:17]=1. (7) Given the reactants [CH3:1][N:2]([CH3:32])[C:3]1[C:4]2[S:31][CH:30]=[CH:29][C:5]=2[N:6]=[C:7]([NH:9][C@H:10]2[CH2:14][CH2:13][N:12]([C:15](=O)[CH2:16][C:17]3[CH:22]=[CH:21][C:20]([O:23][C:24]([F:27])([F:26])[F:25])=[CH:19][CH:18]=3)[CH2:11]2)[N:8]=1.COC1C=CC(P2(SP(C3C=CC(OC)=CC=3)(=S)S2)=[S:42])=CC=1, predict the reaction product. The product is: [CH3:1][N:2]([CH3:32])[C:3]1[C:4]2[S:31][CH:30]=[CH:29][C:5]=2[N:6]=[C:7]([NH:9][C@H:10]2[CH2:14][CH2:13][N:12]([C:15](=[S:42])[CH2:16][C:17]3[CH:22]=[CH:21][C:20]([O:23][C:24]([F:27])([F:26])[F:25])=[CH:19][CH:18]=3)[CH2:11]2)[N:8]=1. (8) Given the reactants [Cl:1][C:2]1[N:7]=[CH:6][C:5]2[C:8](=[O:11])[O:9][CH2:10][C:4]=2[CH:3]=1.[BH4-].[Na+].Cl, predict the reaction product. The product is: [Cl:1][C:2]1[N:7]=[CH:6][C:5]([CH2:8][OH:11])=[C:4]([CH2:10][OH:9])[CH:3]=1.